Dataset: Forward reaction prediction with 1.9M reactions from USPTO patents (1976-2016). Task: Predict the product of the given reaction. (1) Given the reactants [N:1]1([C:7]2[CH:12]=[CH:11][C:10]([NH:13][C:14](=[O:27])[C:15]3[CH:20]=[CH:19][C:18]([N+:21]([O-])=O)=[C:17]([N+:24]([O-])=O)[CH:16]=3)=[CH:9][CH:8]=2)[CH2:6][CH2:5][O:4][CH2:3][CH2:2]1.[N:28]1([C:34]2[CH:41]=[CH:40][C:37]([CH:38]=O)=[CH:36][CH:35]=2)[CH2:33][CH2:32][O:31][CH2:30][CH2:29]1, predict the reaction product. The product is: [O:4]1[CH2:5][CH2:6][N:1]([C:7]2[CH:12]=[CH:11][C:10]([NH:13][C:14]([C:15]3[CH:20]=[CH:19][C:18]4[NH:21][C:38]([C:37]5[CH:36]=[CH:35][C:34]([N:28]6[CH2:33][CH2:32][O:31][CH2:30][CH2:29]6)=[CH:41][CH:40]=5)=[N:24][C:17]=4[CH:16]=3)=[O:27])=[CH:9][CH:8]=2)[CH2:2][CH2:3]1. (2) Given the reactants O.C1(C)C=CC(S(O)(=O)=O)=CC=1.[O:13]1[CH:18]=[CH:17][CH2:16][CH2:15][CH2:14]1.[Cl:19][C:20]1[C:25]2[CH:26]=[N:27][NH:28][C:24]=2[CH:23]=[CH:22][N:21]=1, predict the reaction product. The product is: [Cl:19][C:20]1[C:25]2[CH:26]=[N:27][N:28]([CH:18]3[CH2:17][CH2:16][CH2:15][CH2:14][O:13]3)[C:24]=2[CH:23]=[CH:22][N:21]=1.